Dataset: Reaction yield outcomes from USPTO patents with 853,638 reactions. Task: Predict the reaction yield, written as a fraction of the theoretical maximum amount of product (1.0 means a 100% yield; for example, 0.34 means a 34% yield). The reactants are [Cl:1][C:2]1[CH:3]=[C:4]([N:8]=[C:9]=[O:10])[CH:5]=[CH:6][CH:7]=1.Cl.[NH2:12][CH2:13][C:14]1[CH:22]=[CH:21][CH:20]=[C:19]2[C:15]=1[CH2:16][N:17]([CH:24]1[CH2:29][CH2:28][C:27](=[O:30])[NH:26][C:25]1=[O:31])[C:18]2=[O:23].C(N(CC)CC)C. The catalyst is C1COCC1. The product is [Cl:1][C:2]1[CH:3]=[C:4]([NH:8][C:9]([NH:12][CH2:13][C:14]2[CH:22]=[CH:21][CH:20]=[C:19]3[C:15]=2[CH2:16][N:17]([CH:24]2[CH2:29][CH2:28][C:27](=[O:30])[NH:26][C:25]2=[O:31])[C:18]3=[O:23])=[O:10])[CH:5]=[CH:6][CH:7]=1. The yield is 0.910.